Dataset: Forward reaction prediction with 1.9M reactions from USPTO patents (1976-2016). Task: Predict the product of the given reaction. (1) The product is: [CH3:9][C:7]1[CH:8]=[C:2]([C:16]2[CH:17]=[CH:18][CH:19]=[CH:20][C:15]=2[C:14]([F:25])([F:24])[F:13])[CH:3]=[C:4]([N+:10]([O-:12])=[O:11])[C:5]=1[NH2:6]. Given the reactants Br[C:2]1[CH:8]=[C:7]([CH3:9])[C:5]([NH2:6])=[C:4]([N+:10]([O-:12])=[O:11])[CH:3]=1.[F:13][C:14]([F:25])([F:24])[C:15]1[CH:20]=[CH:19][CH:18]=[CH:17][C:16]=1B(O)O, predict the reaction product. (2) The product is: [C:7]([O:11][C:12]([N:14]1[CH2:19][CH2:18][N:17]([C:20]([O:22][CH2:23][C:24]2[CH:29]=[CH:28][CH:27]=[C:26]([O:30][CH2:32][CH2:33][C:34]3[CH:39]=[CH:38][CH:37]=[CH:36][CH:35]=3)[CH:25]=2)=[O:21])[CH2:16][CH2:15]1)=[O:13])([CH3:10])([CH3:8])[CH3:9]. Given the reactants C(=O)([O-])[O-].[K+].[K+].[C:7]([O:11][C:12]([N:14]1[CH2:19][CH2:18][N:17]([C:20]([O:22][CH2:23][C:24]2[CH:29]=[CH:28][CH:27]=[C:26]([OH:30])[CH:25]=2)=[O:21])[CH2:16][CH2:15]1)=[O:13])([CH3:10])([CH3:9])[CH3:8].Br[CH2:32][CH2:33][C:34]1[CH:39]=[CH:38][CH:37]=[CH:36][CH:35]=1, predict the reaction product. (3) Given the reactants CCN(C(C)C)C(C)C.[S:10]1[CH:14]=[CH:13][CH:12]=[C:11]1[N:15]=[C:16]=[O:17].FC(F)(F)C(O)=O.[Cl:25][C:26]1[CH:27]=[C:28]2[CH:34]=[C:33]([C:35]([NH:37][NH2:38])=[O:36])[NH:32][C:29]2=[CH:30][N:31]=1, predict the reaction product. The product is: [S:10]1[CH:14]=[CH:13][CH:12]=[C:11]1[NH:15][C:16]([NH:38][NH:37][C:35]([C:33]1[NH:32][C:29]2=[CH:30][N:31]=[C:26]([Cl:25])[CH:27]=[C:28]2[CH:34]=1)=[O:36])=[O:17]. (4) Given the reactants Cl[C:2]1[N:7]=[CH:6][C:5]([S:8]([N:11]([CH3:18])[C:12]2[CH:17]=[CH:16][CH:15]=[CH:14][N:13]=2)(=[O:10])=[O:9])=[CH:4][CH:3]=1.O.[NH2:20][NH2:21], predict the reaction product. The product is: [NH:20]([C:2]1[N:7]=[CH:6][C:5]([S:8]([N:11]([CH3:18])[C:12]2[CH:17]=[CH:16][CH:15]=[CH:14][N:13]=2)(=[O:10])=[O:9])=[CH:4][CH:3]=1)[NH2:21]. (5) Given the reactants [Cl:1][C:2]1[CH:7]=[CH:6][C:5]([C:8]2([C:11]([OH:13])=O)[CH2:10][CH2:9]2)=[CH:4][CH:3]=1.[NH:14]1[CH2:18][CH2:17][C@H:16]([OH:19])[CH2:15]1.F[P-](F)(F)(F)(F)F.N1(O[P+](N(C)C)(N(C)C)N(C)C)C2C=CC=CC=2N=N1.CCN(C(C)C)C(C)C, predict the reaction product. The product is: [Cl:1][C:2]1[CH:3]=[CH:4][C:5]([C:8]2([C:11]([N:14]3[CH2:18][CH2:17][C@H:16]([OH:19])[CH2:15]3)=[O:13])[CH2:9][CH2:10]2)=[CH:6][CH:7]=1.